This data is from Catalyst prediction with 721,799 reactions and 888 catalyst types from USPTO. The task is: Predict which catalyst facilitates the given reaction. (1) Reactant: [CH2:1]([O:8][C:9]1[CH:18]=[C:17]2[C:12]([C:13](O)=[C:14]([N+:19]([O-:21])=[O:20])[CH:15]=[N:16]2)=[CH:11][CH:10]=1)[C:2]1[CH:7]=[CH:6][CH:5]=[CH:4][CH:3]=1.CN(C)C=O.P(Cl)(Cl)([Cl:30])=O. Product: [CH2:1]([O:8][C:9]1[CH:18]=[C:17]2[C:12]([C:13]([Cl:30])=[C:14]([N+:19]([O-:21])=[O:20])[CH:15]=[N:16]2)=[CH:11][CH:10]=1)[C:2]1[CH:7]=[CH:6][CH:5]=[CH:4][CH:3]=1. The catalyst class is: 6. (2) Reactant: [CH3:1][O:2][C:3]12[CH2:10][CH2:9][C:6](C(O)=O)([CH2:7][CH2:8]1)[CH2:5][CH2:4]2.CC[N:16]([CH:20](C)C)C(C)C.C1(P(N=[N+]=[N-])(C2C=CC=CC=2)=[O:30])C=CC=CC=1.[C:40]1([CH2:46][OH:47])[CH:45]=[CH:44][CH:43]=[CH:42][CH:41]=1. Product: [CH3:1][O:2][C:3]12[CH2:4][CH2:5][C:6]([NH:16][C:20](=[O:30])[O:47][CH2:46][C:40]3[CH:45]=[CH:44][CH:43]=[CH:42][CH:41]=3)([CH2:7][CH2:8]1)[CH2:9][CH2:10]2. The catalyst class is: 12. (3) Reactant: [F:1][C:2]1[CH:7]=[CH:6][CH:5]=[C:4]([CH2:8]O)[C:3]=1[OH:10].[C-:11]#[N:12].[Na+]. Product: [F:1][C:2]1[C:3]([OH:10])=[C:4]([CH2:8][C:11]#[N:12])[CH:5]=[CH:6][CH:7]=1. The catalyst class is: 35. (4) Reactant: Br[C:2]1[C:11]([CH:12](F)[F:13])=C[CH:9]2[CH:4](CCC[N:8]2[C:15]2[C:19]3[CH2:20][N:21](C(OC(C)(C)C)=O)[CH2:22][CH2:23]C=3[N:17]([CH:31]3[CH2:36][CH2:35]OCC3)[N:16]=2)[CH:3]=1.[CH3:37][N:38]1[CH:42]=[C:41](B2OC(C)(C)C(C)(C)O2)[CH:40]=[N:39]1.C([O-])([O-])=O.[Na+].[Na+].[OH2:58]. Product: [F:13][C:12]1[CH:11]=[C:2]([C:41]2[CH:40]=[N:39][N:38]([CH3:37])[CH:42]=2)[CH:3]=[CH:4][C:9]=1[NH:8][C:15]1[C:19]2[CH2:20][N:21]([C:22](=[O:58])[CH3:23])[CH2:35][CH2:36][C:31]=2[NH:17][N:16]=1. The catalyst class is: 75. (5) Reactant: [CH:1]1([C:7]2[CH:8]=[C:9]([CH:13]=[C:14]([CH2:33][C:34]([N:36]3[CH2:41][CH2:40][O:39][CH2:38][CH2:37]3)=[O:35])[C:15]=2[C:16]2[CH:17]=[C:18]3[C:23](=[CH:24][CH:25]=2)[N:22]=[C:21]([C:26]2[S:30][C:29]([CH3:31])=[N:28][C:27]=2[CH3:32])[CH:20]=[CH:19]3)[C:10](O)=[O:11])[CH2:6][CH2:5][CH2:4][CH2:3][CH2:2]1.CN(C(ON1N=NC2C=CC=NC1=2)=[N+](C)C)C.F[P-](F)(F)(F)(F)F.C(N(C(C)C)CC)(C)C.[NH2:75][C:76]1([C:81]([OH:83])=[O:82])[CH2:80][CH2:79][CH2:78][CH2:77]1. Product: [CH:1]1([C:7]2[CH:8]=[C:9]([CH:13]=[C:14]([CH2:33][C:34]([N:36]3[CH2:37][CH2:38][O:39][CH2:40][CH2:41]3)=[O:35])[C:15]=2[C:16]2[CH:17]=[C:18]3[C:23](=[CH:24][CH:25]=2)[N:22]=[C:21]([C:26]2[S:30][C:29]([CH3:31])=[N:28][C:27]=2[CH3:32])[CH:20]=[CH:19]3)[C:10]([NH:75][C:76]2([C:81]([OH:83])=[O:82])[CH2:80][CH2:79][CH2:78][CH2:77]2)=[O:11])[CH2:6][CH2:5][CH2:4][CH2:3][CH2:2]1. The catalyst class is: 3.